From a dataset of Catalyst prediction with 721,799 reactions and 888 catalyst types from USPTO. Predict which catalyst facilitates the given reaction. Reactant: [NH2:1][C:2]1[N:7]=[C:6]([Cl:8])[CH:5]=[CH:4][N:3]=1.[NH2:9][C:10]1[CH:15]=[CH:14][C:13]([S:16]([NH2:19])(=[O:18])=[O:17])=[CH:12][CH:11]=1.Cl. Product: [ClH:8].[NH2:1][C:2]1[N:7]=[C:6]([NH:9][C:10]2[CH:15]=[CH:14][C:13]([S:16]([NH2:19])(=[O:17])=[O:18])=[CH:12][CH:11]=2)[CH:5]=[CH:4][N:3]=1. The catalyst class is: 8.